The task is: Predict the product of the given reaction.. This data is from Forward reaction prediction with 1.9M reactions from USPTO patents (1976-2016). (1) Given the reactants Cl.[OH:2][C:3]1[CH:16]=[C:15]2[C:6]([C:7](=[O:17])[O:8][C:9]32[CH2:14][CH2:13][NH:12][CH2:11][CH2:10]3)=[CH:5][CH:4]=1.[C:18]1([C:24]2[N:25]=[CH:26][C:27]([NH:30][C:31](=O)[O:32]C3C=CC=CC=3)=[N:28][CH:29]=2)[CH:23]=[CH:22][CH:21]=[CH:20][CH:19]=1.C(N(CC)CC)C.O, predict the reaction product. The product is: [OH:2][C:3]1[CH:16]=[C:15]2[C:6]([C:7](=[O:17])[O:8][C:9]32[CH2:14][CH2:13][N:12]([C:31]([NH:30][C:27]2[CH:26]=[N:25][C:24]([C:18]4[CH:19]=[CH:20][CH:21]=[CH:22][CH:23]=4)=[CH:29][N:28]=2)=[O:32])[CH2:11][CH2:10]3)=[CH:5][CH:4]=1. (2) Given the reactants [Cl:1][C:2]1[CH:7]=[CH:6][C:5]([C@@H:8]([OH:13])[C:9]([F:12])([F:11])[F:10])=[C:4]([N:14]2[CH:18]=[CH:17][C:16]([CH3:19])=[N:15]2)[CH:3]=1.[Cl:20][C:21]1[CH:26]=[C:25](Cl)[N:24]=[C:23]([NH2:28])[N:22]=1.C([O-])([O-])=O.[Cs+].[Cs+], predict the reaction product. The product is: [Cl:20][C:21]1[CH:26]=[C:25]([O:13][C@H:8]([C:5]2[CH:6]=[CH:7][C:2]([Cl:1])=[CH:3][C:4]=2[N:14]2[CH:18]=[CH:17][C:16]([CH3:19])=[N:15]2)[C:9]([F:12])([F:11])[F:10])[N:24]=[C:23]([NH2:28])[N:22]=1. (3) Given the reactants [C:1]([O:5][C:6](=[O:24])[CH2:7][CH2:8][C:9]1[CH:14]=[CH:13][C:12]([OH:15])=[CH:11][C:10]=1[CH2:16][NH:17][C:18]([O:20][CH:21]([CH3:23])[CH3:22])=[O:19])(C)(C)C.C(C(O)=O)(F)(F)F.O, predict the reaction product. The product is: [CH3:1][O:5][C:6](=[O:24])[CH2:7][CH2:8][C:9]1[CH:14]=[CH:13][C:12]([OH:15])=[CH:11][C:10]=1[CH2:16][NH:17][C:18]([O:20][CH:21]([CH3:22])[CH3:23])=[O:19]. (4) The product is: [F:12][C:8]1[C:7]([OH:13])=[CH:6][CH:5]=[C:4]2[C:9]=1[CH:10]=[CH:11][C:2]([C:17]1[CH:25]=[CH:24][C:20]([C:21]([OH:23])=[O:22])=[CH:19][C:18]=1[CH3:26])=[N:3]2. Given the reactants Cl[C:2]1[CH:11]=[CH:10][C:9]2[C:4](=[CH:5][CH:6]=[C:7]([OH:13])[C:8]=2[F:12])[N:3]=1.B([C:17]1[CH:25]=[CH:24][C:20]([C:21]([OH:23])=[O:22])=[CH:19][C:18]=1[CH3:26])(O)O, predict the reaction product. (5) Given the reactants [N:1]1[C:11]2[C:10](=O)[CH2:9][CH2:8][C:7](=[O:13])[NH:6][C:5]=2[CH:4]=[CH:3][CH:2]=1.Cl.[F:15][C:16]1[CH:21]=[CH:20][C:19]([NH:22][NH2:23])=[CH:18][CH:17]=1.C([O-])(=O)C.[Na+].[K+].[Br-], predict the reaction product. The product is: [F:15][C:16]1[CH:21]=[CH:20][C:19]([NH:22][N:23]=[C:10]2[CH2:9][CH2:8][C:7](=[O:13])[NH:6][C:5]3[CH:4]=[CH:3][CH:2]=[N:1][C:11]2=3)=[CH:18][CH:17]=1.